Dataset: Forward reaction prediction with 1.9M reactions from USPTO patents (1976-2016). Task: Predict the product of the given reaction. Given the reactants [Cl:1][C:2]1[C:3]([C:28]2[C:36]3[C:31](=[CH:32][CH:33]=[CH:34][CH:35]=3)[N:30]([CH3:37])[CH:29]=2)=[N:4][C:5]([NH:8][C:9]2[CH:14]=[C:13]([N+:15]([O-])=O)[C:12]([N:18]3[CH2:22][CH2:21][C@@H:20]([N:23]([CH3:25])[CH3:24])[CH2:19]3)=[CH:11][C:10]=2[O:26][CH3:27])=[N:6][CH:7]=1.[NH4+].[Cl-].C(Cl)Cl.CO, predict the reaction product. The product is: [Cl:1][C:2]1[C:3]([C:28]2[C:36]3[C:31](=[CH:32][CH:33]=[CH:34][CH:35]=3)[N:30]([CH3:37])[CH:29]=2)=[N:4][C:5]([NH:8][C:9]2[C:10]([O:26][CH3:27])=[CH:11][C:12]([N:18]3[CH2:22][CH2:21][C@@H:20]([N:23]([CH3:25])[CH3:24])[CH2:19]3)=[C:13]([NH2:15])[CH:14]=2)=[N:6][CH:7]=1.